Predict the product of the given reaction. From a dataset of Forward reaction prediction with 1.9M reactions from USPTO patents (1976-2016). The product is: [Br:13][C:10]1[C:9]2[C:4](=[CH:5][C:6]([F:15])=[CH:7][C:8]=2[F:14])[N:3]=[C:2]([N:16]2[CH2:20][CH2:19][CH2:18][C:17]2=[O:21])[C:11]=1[CH3:12]. Given the reactants Br[C:2]1[C:11]([CH3:12])=[C:10]([Br:13])[C:9]2[C:4](=[CH:5][C:6]([F:15])=[CH:7][C:8]=2[F:14])[N:3]=1.[NH:16]1[CH2:20][CH2:19][CH2:18][C:17]1=[O:21].CN[C@H]1CCCC[C@@H]1NC.[O-]P([O-])([O-])=O.[K+].[K+].[K+], predict the reaction product.